Dataset: Forward reaction prediction with 1.9M reactions from USPTO patents (1976-2016). Task: Predict the product of the given reaction. (1) The product is: [Cl:24][CH2:25][C:26]([N:13]([CH2:12][CH:8]1[C:9]2[C:5](=[CH:4][C:3]([C:1]#[N:2])=[CH:11][CH:10]=2)[CH2:6][CH2:7]1)[CH2:14][CH2:15][NH:16][C:17](=[O:23])[O:18][C:19]([CH3:20])([CH3:22])[CH3:21])=[O:27]. Given the reactants [C:1]([C:3]1[CH:4]=[C:5]2[C:9](=[CH:10][CH:11]=1)[CH:8]([CH2:12][NH:13][CH2:14][CH2:15][NH:16][C:17](=[O:23])[O:18][C:19]([CH3:22])([CH3:21])[CH3:20])[CH2:7][CH2:6]2)#[N:2].[Cl:24][CH2:25][C:26](Cl)=[O:27], predict the reaction product. (2) Given the reactants FC(F)(F)C(O)=O.[NH2:8][CH:9]([CH2:22][C:23]1[CH:28]=[CH:27][CH:26]=[CH:25][CH:24]=1)[C@H:10]([OH:21])[C:11]([NH:13][CH2:14][C:15]1[CH:20]=[CH:19][CH:18]=[CH:17][CH:16]=1)=[O:12].C(N(CC)C(C)C)(C)C.[CH3:38][O:39][C:40]1[CH:45]=[CH:44][C:43]([CH2:46][C@H:47]([NH:51][C:52](=[O:65])[C@@H:53]([NH:55][C:56](=[O:64])[CH2:57][N:58]2[CH2:63][CH2:62][O:61][CH2:60][CH2:59]2)[CH3:54])[C:48](O)=[O:49])=[CH:42][CH:41]=1.CN(C(ON1N=NC2C=CC=NC1=2)=[N+](C)C)C.F[P-](F)(F)(F)(F)F, predict the reaction product. The product is: [CH2:14]([NH:13][C:11](=[O:12])[C@@H:10]([OH:21])[CH:9]([NH:8][C:48](=[O:49])[C@@H:47]([NH:51][C:52](=[O:65])[C@@H:53]([NH:55][C:56](=[O:64])[CH2:57][N:58]1[CH2:59][CH2:60][O:61][CH2:62][CH2:63]1)[CH3:54])[CH2:46][C:43]1[CH:44]=[CH:45][C:40]([O:39][CH3:38])=[CH:41][CH:42]=1)[CH2:22][C:23]1[CH:28]=[CH:27][CH:26]=[CH:25][CH:24]=1)[C:15]1[CH:20]=[CH:19][CH:18]=[CH:17][CH:16]=1. (3) Given the reactants [N+:1]([CH:4]1[CH2:9][CH2:8][CH2:7][CH2:6][CH2:5]1)([O-:3])=[O:2].[OH-:10].[Na+].[CH2:12]=O.Cl, predict the reaction product. The product is: [N+:1]([C:4]1([CH2:12][OH:10])[CH2:9][CH2:8][CH2:7][CH2:6][CH2:5]1)([O-:3])=[O:2]. (4) Given the reactants [CH3:1][C:2]1([C:8]([OH:10])=O)[S:7][CH2:6][CH2:5][CH2:4][S:3]1.CCN=C=NCCCN(C)C.C1C=C2N=NN(O)C2=CC=1.O.CCN(C(C)C)C(C)C.[Cl:42][C:43]1[CH:48]=[CH:47][C:46]([C@H:49]2[CH2:58][CH2:57][N:56]3[C:51](=[N:52][N:53]4C(C5(C)CC5)=[N:61][CH:60]=[C:54]4[C:55]3=[O:59])[NH:50]2)=[CH:45][CH:44]=1, predict the reaction product. The product is: [Cl:42][C:43]1[CH:48]=[CH:47][C:46]([C@H:49]2[CH2:58][CH2:57][N:56]3[C:51]([NH:52][N:53]=[C:54]([CH2:60][NH:61][C:8]([C:2]4([CH3:1])[S:3][CH2:4][CH2:5][CH2:6][S:7]4)=[O:10])[C:55]3=[O:59])=[N:50]2)=[CH:45][CH:44]=1. (5) The product is: [CH:16]1([O:15][C:9]2[CH:8]=[C:7]([CH:2]([N:1]3[C:36](=[O:37])[C:35]4=[CH:38][CH:39]=[CH:40][CH:41]=[C:34]4[C:33]3=[O:42])[CH2:3][C:4]([OH:6])=[O:5])[CH:12]=[CH:11][C:10]=2[O:13][CH3:14])[CH2:17][CH2:18][CH2:19][CH2:20]1. Given the reactants [NH2:1][CH:2]([C:7]1[CH:12]=[CH:11][C:10]([O:13][CH3:14])=[C:9]([O:15][CH:16]2[CH2:20][CH2:19][CH2:18][CH2:17]2)[CH:8]=1)[CH2:3][C:4]([OH:6])=[O:5].C(=O)([O-])[O-].[Na+].[Na+].C(OC(N1[C:36](=[O:37])[C:35]2=[CH:38][CH:39]=[CH:40][CH:41]=[C:34]2[C:33]1=[O:42])=O)C, predict the reaction product. (6) Given the reactants [CH3:1][C:2]1[CH:7]=[CH:6][N:5]=[CH:4][CH:3]=1.[CH3:8][N:9]([CH:11](N(C)C)OC(C)(C)C)[CH3:10], predict the reaction product. The product is: [CH3:8][N:9]([CH3:11])[CH:10]=[CH:1][C:2]1[CH:7]=[CH:6][N:5]=[CH:4][CH:3]=1. (7) Given the reactants [C:1]([O:5][C:6]([N:8]1[CH2:13][CH2:12][C:11](=O)[CH2:10][CH2:9]1)=[O:7])([CH3:4])([CH3:3])[CH3:2].[CH2:15]([CH2:22][NH2:23])[C:16]1[CH:21]=[CH:20][CH:19]=[CH:18][CH:17]=1.C(O[BH-](OC(=O)C)OC(=O)C)(=O)C.[Na+].[OH-].[Na+], predict the reaction product. The product is: [CH2:15]([CH2:22][NH:23][CH:11]1[CH2:12][CH2:13][N:8]([C:6]([O:5][C:1]([CH3:4])([CH3:3])[CH3:2])=[O:7])[CH2:9][CH2:10]1)[C:16]1[CH:21]=[CH:20][CH:19]=[CH:18][CH:17]=1.